The task is: Predict the reactants needed to synthesize the given product.. This data is from Full USPTO retrosynthesis dataset with 1.9M reactions from patents (1976-2016). (1) Given the product [CH:10]1([C:15]2[C:20]([C:21]([NH:55][CH:56]3[CH:63]4[CH2:64][C:59]5([C:66]([O:68][CH3:69])=[O:67])[CH2:60][CH:61]([CH2:65][CH:57]3[CH2:58]5)[CH2:62]4)=[O:23])=[CH:19][N:18]=[C:17]([NH:24][C@H:25]3[CH2:29][CH2:28][O:27][CH2:26]3)[N:16]=2)[CH2:11][CH2:12][CH2:13][CH2:14]1, predict the reactants needed to synthesize it. The reactants are: CCN(C(C)C)C(C)C.[CH:10]1([C:15]2[C:20]([C:21]([OH:23])=O)=[CH:19][N:18]=[C:17]([NH:24][C@H:25]3[CH2:29][CH2:28][O:27][CH2:26]3)[N:16]=2)[CH2:14][CH2:13][CH2:12][CH2:11]1.CN(C(ON1N=NC2C=CC=NC1=2)=[N+](C)C)C.F[P-](F)(F)(F)(F)F.Cl.[NH2:55][CH:56]1[CH:63]2[CH2:64][C:59]3([C:66]([O:68][CH3:69])=[O:67])[CH2:60][CH:61]([CH2:65][CH:57]1[CH2:58]3)[CH2:62]2. (2) Given the product [NH2:16][C:15]1[C:10]([NH:9][C:6]2[CH:5]=[C:4]([CH:1]3[CH2:3][CH2:2]3)[NH:8][N:7]=2)=[CH:11][C:12]([NH:19][C@H:20]([C:23]2[CH:28]=[CH:27][C:26]([F:29])=[CH:25][CH:24]=2)[CH2:21][OH:22])=[N:13][CH:14]=1, predict the reactants needed to synthesize it. The reactants are: [CH:1]1([C:4]2[NH:8][N:7]=[C:6]([NH:9][C:10]3[C:15]([N+:16]([O-])=O)=[CH:14][N:13]=[C:12]([NH:19][C@H:20]([C:23]4[CH:28]=[CH:27][C:26]([F:29])=[CH:25][CH:24]=4)[CH2:21][OH:22])[CH:11]=3)[CH:5]=2)[CH2:3][CH2:2]1.[Cl-].[NH4+].C([O-])(=O)C.[NH4+]. (3) Given the product [CH3:35][S:36][CH2:37][CH2:38][O:1][C:2]1[CH:3]=[N:4][C:5]([NH:8][C:9](=[O:15])[CH2:10][CH2:11][CH2:12][CH2:13][CH3:14])=[N:6][CH:7]=1, predict the reactants needed to synthesize it. The reactants are: [OH:1][C:2]1[CH:3]=[N:4][C:5]([NH:8][C:9](=[O:15])[CH2:10][CH2:11][CH2:12][CH2:13][CH3:14])=[N:6][CH:7]=1.C1(P(C2C=CC=CC=2)C2C=CC=CC=2)C=CC=CC=1.[CH3:35][S:36][CH2:37][CH2:38]O.CCOC(/N=N/C(OCC)=O)=O.